From a dataset of Full USPTO retrosynthesis dataset with 1.9M reactions from patents (1976-2016). Predict the reactants needed to synthesize the given product. Given the product [F:26][C:22]1[C:21]([C:27]([F:30])([F:29])[F:28])=[C:20]([C:18]2[N:33]=[N:32][C:2]3[CH2:3][CH2:4][CH2:5][CH2:6][CH2:7][CH2:8][C:1]=3[CH:17]=2)[CH:25]=[CH:24][CH:23]=1, predict the reactants needed to synthesize it. The reactants are: [C:1]1(=O)[CH2:8][CH2:7][CH2:6][CH2:5][CH2:4][CH2:3][C:2]1=O.COP([CH2:17][C:18]([C:20]1[CH:25]=[CH:24][CH:23]=[C:22]([F:26])[C:21]=1[C:27]([F:30])([F:29])[F:28])=O)(=O)OC.O.[NH2:32][NH2:33].